Dataset: Forward reaction prediction with 1.9M reactions from USPTO patents (1976-2016). Task: Predict the product of the given reaction. (1) Given the reactants [CH3:1][O:2][C:3]1[CH:4]=[C:5]([CH:27]=[CH:28][C:29]=1[O:30][CH3:31])[CH2:6][CH:7]1[C:16]2[C:11](=[C:12]([O:19][CH2:20][C:21]3[CH:26]=[CH:25][CH:24]=[CH:23][CH:22]=3)[CH:13]=[CH:14][C:15]=2[O:17][CH3:18])[CH2:10][CH2:9][NH:8]1.Br[CH2:33][C:34](Br)=[O:35].[N:37]1[CH:42]=[CH:41][CH:40]=[CH:39][C:38]=1[CH2:43][NH2:44], predict the reaction product. The product is: [CH3:1][O:2][C:3]1[CH:4]=[C:5]([CH:27]=[CH:28][C:29]=1[O:30][CH3:31])[CH2:6][CH:7]1[C:16]2[C:11](=[C:12]([O:19][CH2:20][C:21]3[CH:22]=[CH:23][CH:24]=[CH:25][CH:26]=3)[CH:13]=[CH:14][C:15]=2[O:17][CH3:18])[CH2:10][CH2:9][N:8]1[CH2:33][C:34]([NH:44][CH2:43][C:38]1[CH:39]=[CH:40][CH:41]=[CH:42][N:37]=1)=[O:35]. (2) Given the reactants [H-].[H-].[H-].[H-].[Li+].[Al+3].[CH3:7][O:8][CH2:9][CH2:10][O:11][C:12]1[CH:13]=[C:14]([C:22]2[N:26]([CH:27]3[CH2:32][CH2:31][CH2:30][CH2:29][O:28]3)[N:25]=[C:24]([CH3:33])[C:23]=2[C:34](OCC)=[O:35])[CH:15]=[C:16]([C:18]([F:21])([F:20])[F:19])[CH:17]=1, predict the reaction product. The product is: [CH3:7][O:8][CH2:9][CH2:10][O:11][C:12]1[CH:13]=[C:14]([C:22]2[N:26]([CH:27]3[CH2:32][CH2:31][CH2:30][CH2:29][O:28]3)[N:25]=[C:24]([CH3:33])[C:23]=2[CH2:34][OH:35])[CH:15]=[C:16]([C:18]([F:21])([F:20])[F:19])[CH:17]=1. (3) Given the reactants [H-].[Na+].[NH:3]1[C:11]2[CH:10]=[CH:9][CH:8]=[C:7]([C:12]([O:14][CH3:15])=[O:13])[C:6]=2[CH:5]=[CH:4]1.[Cl:16][C:17]1[CH:22]=[CH:21][C:20]([O:23]COCCOC)=[C:19]([CH2:30]Cl)[CH:18]=1.OS(O)(=O)=O, predict the reaction product. The product is: [Cl:16][C:17]1[CH:22]=[CH:21][C:20]([OH:23])=[C:19]([CH:18]=1)[CH2:30][N:3]1[C:11]2[CH:10]=[CH:9][CH:8]=[C:7]([C:12]([O:14][CH3:15])=[O:13])[C:6]=2[CH:5]=[CH:4]1. (4) Given the reactants Br[C:2]1[CH:6]=[C:5]([C:7]2[CH:12]=[CH:11][C:10]([C:13]([CH3:16])([CH3:15])[CH3:14])=[CH:9][CH:8]=2)[S:4][C:3]=1[C:17]1[CH:22]=[CH:21][C:20]([C:23]([CH3:26])([CH3:25])[CH3:24])=[CH:19][CH:18]=1.[F:27][C:28]1([F:39])[C:32](F)=[C:31](F)[C:30]([F:36])([F:35])[C:29]1([F:38])[F:37], predict the reaction product. The product is: [F:27][C:28]1([F:39])[C:29]([F:38])([F:37])[C:30]([F:36])([F:35])[C:31]([C:2]2[CH:6]=[C:5]([C:7]3[CH:8]=[CH:9][C:10]([C:13]([CH3:15])([CH3:14])[CH3:16])=[CH:11][CH:12]=3)[S:4][C:3]=2[C:17]2[CH:18]=[CH:19][C:20]([C:23]([CH3:24])([CH3:25])[CH3:26])=[CH:21][CH:22]=2)=[C:32]1[C:2]1[CH:6]=[C:5]([C:7]2[CH:12]=[CH:11][C:10]([C:13]([CH3:16])([CH3:15])[CH3:14])=[CH:9][CH:8]=2)[S:4][C:3]=1[C:17]1[CH:18]=[CH:19][C:20]([C:23]([CH3:26])([CH3:25])[CH3:24])=[CH:21][CH:22]=1.